Dataset: Forward reaction prediction with 1.9M reactions from USPTO patents (1976-2016). Task: Predict the product of the given reaction. (1) Given the reactants [CH3:1][C:2]1([CH3:18])[C:6](=O)[CH2:5][N:4]([C:8]([O:10][CH2:11][C:12]2[CH:17]=[CH:16][CH:15]=[CH:14][CH:13]=2)=[O:9])[CH2:3]1.C([O-])(=O)C.[Na+].Cl.[CH3:25][O:26][NH2:27], predict the reaction product. The product is: [CH3:1][C:2]1([CH3:18])[CH2:3][N:4]([C:8]([O:10][CH2:11][C:12]2[CH:17]=[CH:16][CH:15]=[CH:14][CH:13]=2)=[O:9])[CH2:5]/[C:6]/1=[N:27]\[O:26][CH3:25]. (2) Given the reactants [CH:1]12[CH2:13][CH2:12][CH:8]([CH:9]([OH:11])[CH2:10]1)[C:7]1[C:2]2=[CH:3][CH:4]=[CH:5][CH:6]=1.CCOC(C)=O, predict the reaction product. The product is: [CH:1]12[CH2:13][CH2:12][CH:8]([C:9](=[O:11])[CH2:10]1)[C:7]1[C:2]2=[CH:3][CH:4]=[CH:5][CH:6]=1. (3) Given the reactants C(OC(=O)[NH:10][C:11]1([CH2:15][O:16][C:17]2[CH:22]=[CH:21][C:20]([C:23]3[CH:24]=[CH:25][C:26]4[N:27]([C:29]([C:33]5[CH:34]=[N:35][C:36]([NH2:43])=[C:37]([C:39]([F:42])([F:41])[F:40])[CH:38]=5)=[C:30]([CH3:32])[N:31]=4)[N:28]=3)=[CH:19][CH:18]=2)[CH2:14][O:13][CH2:12]1)C1C=CC=CC=1, predict the reaction product. The product is: [NH2:10][C:11]1([CH2:15][O:16][C:17]2[CH:22]=[CH:21][C:20]([C:23]3[CH:24]=[CH:25][C:26]4[N:27]([C:29]([C:33]5[CH:38]=[C:37]([C:39]([F:40])([F:41])[F:42])[C:36]([NH2:43])=[N:35][CH:34]=5)=[C:30]([CH3:32])[N:31]=4)[N:28]=3)=[CH:19][CH:18]=2)[CH2:14][O:13][CH2:12]1.